Dataset: Catalyst prediction with 721,799 reactions and 888 catalyst types from USPTO. Task: Predict which catalyst facilitates the given reaction. Reactant: [CH3:1][C:2]1[CH:7]=[C:6]([O:8][CH3:9])[N:5]=[CH:4][C:3]=1[NH2:10].Cl[C:12]([O:14][CH2:15][CH3:16])=[O:13]. Product: [CH3:1][C:2]1[CH:7]=[C:6]([O:8][CH3:9])[N:5]=[CH:4][C:3]=1[NH:10][C:12](=[O:13])[O:14][CH2:15][CH3:16]. The catalyst class is: 17.